Predict the reactants needed to synthesize the given product. From a dataset of Full USPTO retrosynthesis dataset with 1.9M reactions from patents (1976-2016). (1) The reactants are: CCN(C(C)C)C(C)C.[I:10][C:11]1[CH:19]=[CH:18][C:14]([C:15](Cl)=[O:16])=[CH:13][CH:12]=1.Cl.[CH3:21][NH:22][C:23](=[O:31])[C@H:24]([C:27](=[O:30])[O:28][CH3:29])[NH:25][CH3:26]. Given the product [I:10][C:11]1[CH:19]=[CH:18][C:14]([C:15](=[O:16])[N:25]([CH:24]([C:23]([NH:22][CH3:21])=[O:31])[C:27]([O:28][CH3:29])=[O:30])[CH3:26])=[CH:13][CH:12]=1, predict the reactants needed to synthesize it. (2) Given the product [P:1]([OH:3])([OH:8])([O:13][CH2:14][C@@H:15]1[CH2:19][CH2:18][CH2:17][N:16]1[CH2:20][CH2:21][CH2:22][O:23][C:24]1[CH:33]=[C:32]2[C:27]([C:28]([NH:34][C:35]3[S:36][C:37]([CH2:40][C:41]([NH:43][C:44]4[CH:49]=[CH:48][CH:47]=[C:46]([F:50])[C:45]=4[F:51])=[O:42])=[CH:38][N:39]=3)=[N:29][CH:30]=[N:31]2)=[CH:26][C:25]=1[O:52][CH3:53])=[O:2], predict the reactants needed to synthesize it. The reactants are: [P:1]([O:13][CH2:14][C@@H:15]1[CH2:19][CH2:18][CH2:17][N:16]1[CH2:20][CH2:21][CH2:22][O:23][C:24]1[CH:33]=[C:32]2[C:27]([C:28]([NH:34][C:35]3[S:36][C:37]([CH2:40][C:41]([NH:43][C:44]4[CH:49]=[CH:48][CH:47]=[C:46]([F:50])[C:45]=4[F:51])=[O:42])=[CH:38][N:39]=3)=[N:29][CH:30]=[N:31]2)=[CH:26][C:25]=1[O:52][CH3:53])([O:8]C(C)(C)C)([O:3]C(C)(C)C)=[O:2].C1(N)C(F)=C(F)C(F)=C(N)C=1F.Cl.Cl. (3) Given the product [F:19][C:14]1[CH:13]=[C:12]([C:4]2[C:3]([CH3:20])=[C:2]([N:24]3[C:25]4[C:26](=[N:27][CH:28]=[C:29]([N:31]5[CH2:32][CH2:33][O:34][CH2:35][CH2:36]5)[CH:30]=4)[C:22]([CH3:37])([CH3:21])[CH2:23]3)[C:11]3[C:6](=[N:7][CH:8]=[CH:9][CH:10]=3)[N:5]=2)[CH:17]=[C:16]([F:18])[CH:15]=1, predict the reactants needed to synthesize it. The reactants are: Cl[C:2]1[C:11]2[C:6](=[N:7][CH:8]=[CH:9][CH:10]=2)[N:5]=[C:4]([C:12]2[CH:17]=[C:16]([F:18])[CH:15]=[C:14]([F:19])[CH:13]=2)[C:3]=1[CH3:20].[CH3:21][C:22]1([CH3:37])[C:26]2=[N:27][CH:28]=[C:29]([N:31]3[CH2:36][CH2:35][O:34][CH2:33][CH2:32]3)[CH:30]=[C:25]2[NH:24][CH2:23]1.CC(C)([O-])C.[Na+]. (4) Given the product [C:43]([C:22]1[C:23]([C:25]2[C:33]3[C:28](=[CH:29][CH:30]=[CH:31][CH:32]=3)[NH:27][CH:26]=2)=[N:24][C:19]([NH:18][C:14]2[CH:13]=[C:12]([NH:11][S:8]([C:5]3[CH:6]=[CH:7][C:2]([NH:1][C:58](=[O:59])/[CH:57]=[CH:56]/[CH2:55][N:47]([CH3:48])[CH3:46])=[CH:3][CH:4]=3)(=[O:9])=[O:10])[CH:17]=[CH:16][CH:15]=2)=[N:20][CH:21]=1)#[N:44], predict the reactants needed to synthesize it. The reactants are: [NH2:1][C:2]1[CH:7]=[CH:6][C:5]([S:8]([NH:11][C:12]2[CH:17]=[CH:16][CH:15]=[C:14]([NH:18][C:19]3[N:24]=[C:23]([C:25]4[C:33]5[C:28](=[CH:29][CH:30]=[CH:31][CH:32]=5)[N:27](S(C5C=CC=CC=5)(=O)=O)[CH:26]=4)[C:22]([C:43]#[N:44])=[CH:21][N:20]=3)[CH:13]=2)(=[O:10])=[O:9])=[CH:4][CH:3]=1.C[CH2:46][N:47](C(C)C)[CH:48](C)C.Br[CH2:55]/[CH:56]=[CH:57]/[C:58](Cl)=[O:59].CNC. (5) Given the product [CH3:17][C:18]1[C:26]([NH:27][C:2]2[CH:7]=[CH:6][N:5]=[C:4]3[CH:8]=[C:9]([C:11]4[CH:16]=[CH:15][CH:14]=[CH:13][CH:12]=4)[O:10][C:3]=23)=[CH:25][CH:24]=[C:23]2[C:19]=1[CH:20]=[CH:21][NH:22]2, predict the reactants needed to synthesize it. The reactants are: Cl[C:2]1[CH:7]=[CH:6][N:5]=[C:4]2[CH:8]=[C:9]([C:11]3[CH:16]=[CH:15][CH:14]=[CH:13][CH:12]=3)[O:10][C:3]=12.[CH3:17][C:18]1[C:26]([NH2:27])=[CH:25][CH:24]=[C:23]2[C:19]=1[CH:20]=[CH:21][NH:22]2. (6) The reactants are: C(NC(C)C)(C)C.[Li]CCCC.[C:13]([Si:17]([CH3:28])([CH3:27])[C:18]1[C:23]([F:24])=[CH:22][N:21]=[C:20]([F:25])[C:19]=1[F:26])([CH3:16])([CH3:15])[CH3:14].[F:29][C:30]1[C:35]([C:36](N(OC)C)=[O:37])=[CH:34][CH:33]=[CH:32][N:31]=1. Given the product [Si:17]([C:18]1[C:19]([F:26])=[C:20]([F:25])[N:21]=[C:22]([C:36]([C:35]2[C:30]([F:29])=[N:31][CH:32]=[CH:33][CH:34]=2)=[O:37])[C:23]=1[F:24])([C:13]([CH3:16])([CH3:15])[CH3:14])([CH3:28])[CH3:27], predict the reactants needed to synthesize it.